Dataset: Catalyst prediction with 721,799 reactions and 888 catalyst types from USPTO. Task: Predict which catalyst facilitates the given reaction. (1) Reactant: [CH3:1][C:2]1[O:26][C:5]2=[C:6]3[C:11](=[CH:12][CH:13]=[C:4]2[N:3]=1)[O:10][CH2:9][C@H:8]([CH2:14]OS(C1C=CC(C)=CC=1)(=O)=O)[O:7]3.[F:27][C:28]1[CH:29]=[C:30]2[C:34](=[CH:35][CH:36]=1)[NH:33][CH:32]=[C:31]2[CH:37]1[CH2:41][CH2:40][CH:39]([NH2:42])[CH2:38]1. Product: [F:27][C:28]1[CH:29]=[C:30]2[C:34](=[CH:35][CH:36]=1)[NH:33][CH:32]=[C:31]2[C@H:37]1[CH2:41][CH2:40][C@H:39]([NH:42][CH2:14][C@H:8]2[CH2:9][O:10][C:11]3[CH:12]=[CH:13][C:4]4[N:3]=[C:2]([CH3:1])[O:26][C:5]=4[C:6]=3[O:7]2)[CH2:38]1. The catalyst class is: 16. (2) Reactant: [O:1]1[C:5]2[CH:6]=[CH:7][CH:8]=[CH:9][C:4]=2[N:3]=[C:2]1[N:10]([CH2:23][C:24]1[CH:29]=[CH:28][CH:27]=[C:26]([OH:30])[CH:25]=1)[CH2:11][CH2:12][CH2:13][O:14][C:15]1[CH:20]=[CH:19][C:18]([O:21][CH3:22])=[CH:17][CH:16]=1.O[C@H:32]1[CH2:37][CH2:36][O:35][C:33]1=[O:34].C1(P(C2C=CC=CC=2)C2C=CC=CC=2)C=CC=CC=1.N(C(OC(C)(C)C)=O)=NC(OC(C)(C)C)=O. Product: [O:1]1[C:5]2[CH:6]=[CH:7][CH:8]=[CH:9][C:4]=2[N:3]=[C:2]1[N:10]([CH2:23][C:24]1[CH:25]=[C:26]([O:30][C@@H:32]2[CH2:37][CH2:36][O:35][C:33]2=[O:34])[CH:27]=[CH:28][CH:29]=1)[CH2:11][CH2:12][CH2:13][O:14][C:15]1[CH:20]=[CH:19][C:18]([O:21][CH3:22])=[CH:17][CH:16]=1. The catalyst class is: 93. (3) Reactant: [F:1][CH:2]([F:28])[C:3]1[N:8]=[CH:7][C:6]([CH2:9][O:10][C:11]2[CH:25]=[CH:24][C:14]([CH2:15][NH:16]C(=O)OC(C)(C)C)=[CH:13][C:12]=2[O:26][CH3:27])=[CH:5][CH:4]=1.FC(F)(F)C(O)=O. Product: [F:28][CH:2]([F:1])[C:3]1[N:8]=[CH:7][C:6]([CH2:9][O:10][C:11]2[CH:25]=[CH:24][C:14]([CH2:15][NH2:16])=[CH:13][C:12]=2[O:26][CH3:27])=[CH:5][CH:4]=1. The catalyst class is: 4. (4) Reactant: CC([O:5][C:6]([CH2:8][C@H:9]([NH:12]C(OCC1C2C(=CC=CC=2)C2C1=CC=CC=2)=O)[CH:10]=[O:11])=[O:7])(C)C.[NH2:30][C:31]1[CH:39]=[CH:38][C:34]([C:35]([OH:37])=O)=[CH:33][CH:32]=1.CN(C([O:47]N1N=NC2C=CC=CC1=2)=[N+](C)C)C.[B-](F)(F)(F)F.C1C=CC2N(O)N=NC=2C=1.CCN(C(C)C)C(C)C. Product: [NH2:30][C:31]1[CH:32]=[CH:33][C:34]([C:35]([NH:12][C@H:9]([C:10]([OH:11])=[O:47])[CH2:8][C:6]([OH:5])=[O:7])=[O:37])=[CH:38][CH:39]=1. The catalyst class is: 3. (5) Reactant: [CH2:1]([N:3]([CH2:23][CH3:24])[C:4]([CH:6]1[C:18]2[C:17]3[C:12](=[CH:13][CH:14]=[CH:15][CH:16]=3)[N:11]([CH2:19][CH2:20][OH:21])[C:10]=2[CH2:9][CH:8]([CH3:22])[CH2:7]1)=[O:5])[CH3:2].N1C=CC=CC=1.[CH3:31][S:32](Cl)(=[O:34])=[O:33]. Product: [CH2:23]([N:3]([CH2:1][CH3:2])[C:4]([CH:6]1[C:18]2[C:17]3[C:12](=[CH:13][CH:14]=[CH:15][CH:16]=3)[N:11]([CH2:19][CH2:20][O:21][S:32]([CH3:31])(=[O:34])=[O:33])[C:10]=2[CH2:9][CH:8]([CH3:22])[CH2:7]1)=[O:5])[CH3:24]. The catalyst class is: 4. (6) Reactant: C(N(CC)CC)C.[Cl:8][CH2:9][C:10](Cl)=[O:11].[CH3:13][C:14]1[CH:19]=[CH:18][CH:17]=[C:16]([CH3:20])[C:15]=1/[CH:21]=[CH:22]/[CH:23]1[CH2:28][CH2:27][NH:26][CH2:25][CH2:24]1.O. Product: [Cl:8][CH2:9][C:10]([N:26]1[CH2:27][CH2:28][CH:23](/[CH:22]=[CH:21]/[C:15]2[C:16]([CH3:20])=[CH:17][CH:18]=[CH:19][C:14]=2[CH3:13])[CH2:24][CH2:25]1)=[O:11]. The catalyst class is: 7.